Dataset: Forward reaction prediction with 1.9M reactions from USPTO patents (1976-2016). Task: Predict the product of the given reaction. (1) The product is: [Br:25][C:22]1[CH:23]=[C:18](/[C:16](/[CH3:17])=[C:3](\[C:1]#[N:2])/[C:4]([NH:6][CH2:7][CH2:8][CH2:9][CH2:10][CH2:11][CH2:12][CH2:13][CH2:14][CH3:15])=[O:5])[CH:19]=[CH:20][C:21]=1[OH:24]. Given the reactants [C:1](/[C:3](=[C:16](\[C:18]1[CH:23]=[CH:22][C:21]([OH:24])=[CH:20][CH:19]=1)/[CH3:17])/[C:4]([NH:6][CH2:7][CH2:8][CH2:9][CH2:10][CH2:11][CH2:12][CH2:13][CH2:14][CH3:15])=[O:5])#[N:2].[Br-:25].[Br-].[Br-].C([N+](CCCC)(CCCC)CCCC)CCC.C([N+](CCCC)(CCCC)CCCC)CCC.C([N+](CCCC)(CCCC)CCCC)CCC.S([O-])([O-])=O.[Na+].[Na+], predict the reaction product. (2) Given the reactants [F:1][C:2]1[C:11]2[O:10][CH2:9][C@H:8]3[C@@H:12](C(O)=O)[C@H:7]3[C:6]=2[C:5]([F:16])=[CH:4][CH:3]=1.C([N:19]([CH2:22]C)CC)C.[F:24][C:25]1[CH:26]=[C:27]([CH:36]=[CH:37][CH:38]=1)[O:28][C:29]1[CH:30]=[CH:31][C:32]([NH2:35])=[N:33][CH:34]=1.C1C=CC(P(N=[N+]=[N-])(C2C=CC=CC=2)=[O:46])=CC=1, predict the reaction product. The product is: [F:1][C:2]1[C:11]2[O:10][CH2:9][C@H:8]3[C@@H:12]([NH:19][C:22]([NH:35][C:32]4[CH:31]=[CH:30][C:29]([O:28][C:27]5[CH:36]=[CH:37][CH:38]=[C:25]([F:24])[CH:26]=5)=[CH:34][N:33]=4)=[O:46])[C@H:7]3[C:6]=2[C:5]([F:16])=[CH:4][CH:3]=1. (3) The product is: [C:9]([NH:8][CH2:7][CH2:6][CH2:5][S:2]([O:26][CH2:25][C:20]([NH:19][C:17]([O:16][C:12]([CH3:15])([CH3:14])[CH3:13])=[O:18])([CH3:27])[C:21]([O:23][CH3:24])=[O:22])(=[O:4])=[O:3])(=[O:11])[CH3:10]. Given the reactants Cl[S:2]([CH2:5][CH2:6][CH2:7][NH:8][C:9](=[O:11])[CH3:10])(=[O:4])=[O:3].[C:12]([O:16][C:17]([NH:19][C:20]([CH3:27])([CH2:25][OH:26])[C:21]([O:23][CH3:24])=[O:22])=[O:18])([CH3:15])([CH3:14])[CH3:13].C(N(CC)CC)C, predict the reaction product. (4) Given the reactants FC1C([O:8][C:9]([C:11]2[N:12]([CH3:33])[C:13]3[C:21]([C:22]=2[Br:23])=[C:20]2[C:16]([C:17](=[O:25])[NH:18][C:19]2=[O:24])=[C:15]([C:26]2[CH:31]=[CH:30][CH:29]=[CH:28][C:27]=2[Cl:32])[CH:14]=3)=O)=C(F)C(F)=C(F)C=1F.[CH3:38][N:39]([CH3:43])[CH2:40][CH2:41][NH2:42], predict the reaction product. The product is: [CH3:38][N:39]([CH3:43])[CH2:40][CH2:41][NH:42][C:9]([C:11]1[N:12]([CH3:33])[C:13]2[C:21]([C:22]=1[Br:23])=[C:20]1[C:16]([C:17](=[O:25])[NH:18][C:19]1=[O:24])=[C:15]([C:26]1[CH:31]=[CH:30][CH:29]=[CH:28][C:27]=1[Cl:32])[CH:14]=2)=[O:8]. (5) The product is: [OH:21][C:20]1[C:19]2[C:14](=[CH:15][CH:16]=[CH:17][CH:18]=2)[NH:13][C:12](=[O:22])[C:11]=1[C:9]([NH:8][C:5]1[CH:6]=[CH:7][C:2]([O:1][C:25](=[O:26])[N:24]([CH3:23])[C:28]2[CH:33]=[CH:32][CH:31]=[CH:30][CH:29]=2)=[CH:3][CH:4]=1)=[O:10]. Given the reactants [OH:1][C:2]1[CH:7]=[CH:6][C:5]([NH:8][C:9]([C:11]2[C:12](=[O:22])[NH:13][C:14]3[C:19]([C:20]=2[OH:21])=[CH:18][CH:17]=[CH:16][CH:15]=3)=[O:10])=[CH:4][CH:3]=1.[CH3:23][N:24]([C:28]1[CH:33]=[CH:32][CH:31]=[CH:30][CH:29]=1)[C:25](Cl)=[O:26], predict the reaction product. (6) Given the reactants [CH3:1][C:2]1[S:3][C:4]([C:8]2[CH:9]=[CH:10][C:11]3[N:12]([C:14]([C:17]([O:19]CC)=[O:18])=[CH:15][N:16]=3)[CH:13]=2)=[C:5]([CH3:7])[N:6]=1.[Li+].[OH-].C(O)(=O)CC(CC(O)=O)(C(O)=O)O, predict the reaction product. The product is: [CH3:1][C:2]1[S:3][C:4]([C:8]2[CH:9]=[CH:10][C:11]3[N:12]([C:14]([C:17]([OH:19])=[O:18])=[CH:15][N:16]=3)[CH:13]=2)=[C:5]([CH3:7])[N:6]=1. (7) Given the reactants C([O:3][C:4](=[O:33])[C:5]1[CH:10]=[CH:9][N:8]=[C:7]([N:11]2[C:15]([CH3:16])=[CH:14][CH:13]=[C:12]2[C:17]2[CH:22]=[C:21]([Cl:23])[CH:20]=[CH:19][C:18]=2[O:24][CH2:25][C:26]2[CH:31]=[CH:30][C:29]([F:32])=[CH:28][CH:27]=2)[CH:6]=1)C.C(O)C, predict the reaction product. The product is: [Cl:23][C:21]1[CH:20]=[CH:19][C:18]([O:24][CH2:25][C:26]2[CH:27]=[CH:28][C:29]([F:32])=[CH:30][CH:31]=2)=[C:17]([C:12]2[N:11]([C:7]3[CH:6]=[C:5]([CH:10]=[CH:9][N:8]=3)[C:4]([OH:33])=[O:3])[C:15]([CH3:16])=[CH:14][CH:13]=2)[CH:22]=1. (8) Given the reactants [CH:1]1([OH:5])[CH2:4][CH2:3][CH2:2]1.[C:6]1(=[O:10])[CH2:9][CH2:8][CH2:7]1, predict the reaction product. The product is: [CH:1]1([OH:5])[CH2:4][CH2:3][CH2:2]1.[CH:9]1([CH2:6][OH:10])[CH2:7][CH2:8]1.